This data is from Reaction yield outcomes from USPTO patents with 853,638 reactions. The task is: Predict the reaction yield, written as a fraction of the theoretical maximum amount of product (1.0 means a 100% yield; for example, 0.34 means a 34% yield). (1) The reactants are [Cl:1][C:2]1[CH:3]=[C:4]([CH:24]=[CH:25][CH:26]=1)[CH2:5][N:6]1[C:10]2[CH:11]=[CH:12][C:13]3[N:14]([C:15]([CH3:18])=[N:16][N:17]=3)[C:9]=2[CH:8]=[C:7]1[C:19]1[NH:23][N:22]=[CH:21][CH:20]=1.C([O-])([O-])=O.[Cs+].[Cs+].CS(O[CH:38]1[CH2:41][N:40](C(OC(C)(C)C)=O)[CH2:39]1)(=O)=O.Cl.O1CCOCC1. The catalyst is CN(C=O)C.O. The product is [NH:40]1[CH2:41][CH:38]([N:22]2[CH:21]=[CH:20][C:19]([C:7]3[N:6]([CH2:5][C:4]4[CH:24]=[CH:25][CH:26]=[C:2]([Cl:1])[CH:3]=4)[C:10]4[CH:11]=[CH:12][C:13]5[N:14]([C:15]([CH3:18])=[N:16][N:17]=5)[C:9]=4[CH:8]=3)=[N:23]2)[CH2:39]1. The yield is 0.460. (2) The reactants are [Cl:1][C:2]1[C:11]2[CH2:10][N:9]([C@H:12]([C:16]([CH3:19])([CH3:18])[CH3:17])[C:13]([OH:15])=O)[C:8](=[O:20])[C:7]3=[CH:21][NH:22][C:5]([C:6]=23)=[N:4][CH:3]=1.[NH2:23][CH2:24][CH2:25][C:26]#[N:27].C1C=CC2N(O)N=NC=2C=1.C(Cl)CCl. The catalyst is CN(C)C1C=CN=CC=1.CN(C=O)C. The product is [Cl:1][C:2]1[C:11]2[CH2:10][N:9]([C@H:12]([C:16]([CH3:17])([CH3:19])[CH3:18])[C:13]([NH:27][CH2:26][CH2:25][C:24]#[N:23])=[O:15])[C:8](=[O:20])[C:7]3=[CH:21][NH:22][C:5]([C:6]=23)=[N:4][CH:3]=1. The yield is 0.551. (3) The reactants are O1CCCCC1[N:7]1[C:15]2[C:10](=[CH:11][C:12]([C:16]3[N:20]=[CH:19][N:18](C(C4C=CC=CC=4)(C4C=CC=CC=4)C4C=CC=CC=4)[N:17]=3)=[CH:13][CH:14]=2)[C:9]([C:40]2[CH:41]=[C:42]([CH:47]=[CH:48][CH:49]=2)[C:43](OC)=[O:44])=[N:8]1.[OH-].[Li+].ON1C2C=CC=CC=2N=N1.Cl.C(N=C=NCCCN(C)C)C.[CH3:74][O:75][CH2:76][CH2:77][NH2:78]. The catalyst is O1CCCC1.O.C(OCC)(=O)C.Cl.O1CCOCC1. The product is [NH:18]1[CH:19]=[N:20][C:16]([C:12]2[CH:11]=[C:10]3[C:15](=[CH:14][CH:13]=2)[NH:7][N:8]=[C:9]3[C:40]2[CH:41]=[C:42]([C:43]([NH:78][CH2:77][CH2:76][O:75][CH3:74])=[O:44])[CH:47]=[CH:48][CH:49]=2)=[N:17]1. The yield is 0.0900. (4) The reactants are [O:1]=[C:2]1[CH2:7][CH2:6][S:5][CH2:4][C:3]1=[CH:8][C:9]1[CH:14]=[CH:13][C:12]([CH:15]([CH3:23])[C:16]([O:18]C(C)(C)C)=[O:17])=[CH:11][CH:10]=1.FC(F)(F)C(O)=O. The catalyst is C(Cl)(Cl)Cl. The product is [O:1]=[C:2]1[CH2:7][CH2:6][S:5][CH2:4][C:3]1=[CH:8][C:9]1[CH:14]=[CH:13][C:12]([CH:15]([CH3:23])[C:16]([OH:18])=[O:17])=[CH:11][CH:10]=1. The yield is 0.870. (5) The reactants are [Br:1][C:2]1[CH:3]=[CH:4][C:5]2[N:6]([CH2:16][CH:17]([F:40])[CH2:18][N:19]([C:32]3[CH:37]=[CH:36][CH:35]=[C:34]([O:38][CH3:39])[CH:33]=3)S(C3C=CC([N+]([O-])=O)=CC=3)(=O)=O)[C:7]3[C:12]([C:13]=2[CH:14]=1)=[CH:11][C:10]([Br:15])=[CH:9][CH:8]=3.[OH-].[Li+].CN(C)C=O.SCC(O)=O. The catalyst is CCOC(C)=O. The product is [Br:15][C:10]1[CH:9]=[CH:8][C:7]2[N:6]([CH2:16][CH:17]([F:40])[CH2:18][NH:19][C:32]3[CH:37]=[CH:36][CH:35]=[C:34]([O:38][CH3:39])[CH:33]=3)[C:5]3[C:13]([C:12]=2[CH:11]=1)=[CH:14][C:2]([Br:1])=[CH:3][CH:4]=3. The yield is 0.880. (6) The reactants are [NH2:1][CH2:2][C:3]([NH2:5])=[O:4].C[Al](C)C.[Cl:10][C:11]1[CH:21]=[C:20](/[CH:22]=[CH:23]/[CH:24]([C:29]2[CH:34]=[C:33]([Cl:35])[C:32]([Cl:36])=[C:31]([Cl:37])[CH:30]=2)[C:25]([F:28])([F:27])[F:26])[CH:19]=[CH:18][C:12]=1[C:13](OCC)=[O:14]. The catalyst is C(Cl)Cl. The product is [Cl:10][C:11]1[CH:21]=[C:20](/[CH:22]=[CH:23]/[CH:24]([C:29]2[CH:30]=[C:31]([Cl:37])[C:32]([Cl:36])=[C:33]([Cl:35])[CH:34]=2)[C:25]([F:26])([F:27])[F:28])[CH:19]=[CH:18][C:12]=1[C:13]([NH:1][CH2:2][C:3](=[O:4])[NH:5][CH2:24][C:25]([F:28])([F:27])[F:26])=[O:14]. The yield is 0.500. (7) The reactants are C([O:4][CH2:5][C:6]([NH:8][C:9]1[S:10][CH:11]=[C:12]([C:14]2[CH:19]=[CH:18][C:17]([Br:20])=[CH:16][CH:15]=2)[N:13]=1)=[O:7])(=O)C.C([O-])([O-])=O.[K+].[K+].C(Cl)Cl. The catalyst is CO. The product is [Br:20][C:17]1[CH:16]=[CH:15][C:14]([C:12]2[N:13]=[C:9]([NH:8][C:6](=[O:7])[CH2:5][OH:4])[S:10][CH:11]=2)=[CH:19][CH:18]=1. The yield is 0.680.